Predict the reaction yield, written as a fraction of the theoretical maximum amount of product (1.0 means a 100% yield; for example, 0.34 means a 34% yield). From a dataset of Reaction yield outcomes from USPTO patents with 853,638 reactions. The reactants are [NH2:1][C:2]1[C:7]2=[C:8]([C:18]3[CH:23]=[CH:22][C:21]([NH2:24])=[CH:20][CH:19]=3)[CH:9]=[C:10]([C:11](OCCCC)=[O:12])[N:6]2[N:5]=[CH:4][N:3]=1.[H-].C([Al+]CC(C)C)C(C)C. The catalyst is C1COCC1. The product is [NH2:1][C:2]1[C:7]2=[C:8]([C:18]3[CH:23]=[CH:22][C:21]([NH2:24])=[CH:20][CH:19]=3)[CH:9]=[C:10]([CH2:11][OH:12])[N:6]2[N:5]=[CH:4][N:3]=1. The yield is 0.990.